Predict the reactants needed to synthesize the given product. From a dataset of Full USPTO retrosynthesis dataset with 1.9M reactions from patents (1976-2016). (1) Given the product [CH:21]1([CH2:24][NH:25][C:7]2[CH:12]=[CH:11][C:10]([CH:13]([CH3:18])[C:14]([OH:16])=[O:15])=[CH:9][CH:8]=2)[CH2:23][CH2:22]1, predict the reactants needed to synthesize it. The reactants are: FC(F)(F)S(O[C:7]1[CH:12]=[CH:11][C:10]([CH:13]([CH3:18])[C:14]([O:16]C)=[O:15])=[CH:9][CH:8]=1)(=O)=O.[CH:21]1([CH2:24][NH2:25])[CH2:23][CH2:22]1. (2) Given the product [C:8]1([C:6]2[N:5]=[N:4][C:3]([NH2:14])=[C:2]([C:16]#[C:15][Si:17]([CH3:20])([CH3:19])[CH3:18])[CH:7]=2)[CH:13]=[CH:12][CH:11]=[CH:10][CH:9]=1, predict the reactants needed to synthesize it. The reactants are: Br[C:2]1[CH:7]=[C:6]([C:8]2[CH:13]=[CH:12][CH:11]=[CH:10][CH:9]=2)[N:5]=[N:4][C:3]=1[NH2:14].[C:15]([Si:17]([CH3:20])([CH3:19])[CH3:18])#[CH:16].C(N(CC)CC)C. (3) Given the product [Br:1][C:8]1[CH:9]=[C:10]([O:11][CH3:12])[C:4]([F:3])=[CH:5][C:6]=1[NH2:7], predict the reactants needed to synthesize it. The reactants are: [Br:1]Br.[F:3][C:4]1[CH:5]=[C:6]([CH:8]=[CH:9][C:10]=1[O:11][CH3:12])[NH2:7].C(=O)([O-])[O-].[K+].[K+].O. (4) Given the product [CH2:14]([C@H:16]1[O:21][CH2:20][CH2:19][N:18]([C:2]2[CH:3]=[CH:4][C:5]3[N:11]4[CH2:12][C@H:8]([CH2:9][CH2:10]4)[NH:7][C:6]=3[N:13]=2)[CH2:17]1)[CH3:15], predict the reactants needed to synthesize it. The reactants are: Cl[C:2]1[CH:3]=[CH:4][C:5]2[N:11]3[CH2:12][C@H:8]([CH2:9][CH2:10]3)[NH:7][C:6]=2[N:13]=1.[CH2:14]([C@H:16]1[O:21][CH2:20][CH2:19][NH:18][CH2:17]1)[CH3:15].CC([O-])(C)C.[K+]. (5) Given the product [F:29][C:2]([F:1])([F:30])[C:3]1[CH:8]=[CH:7][CH:6]=[CH:5][C:4]=1[CH2:9][NH:10][C:11]([C:13]1[CH:14]=[C:15]2[C:19](=[CH:20][CH:21]=1)[CH2:18][NH:17][CH2:16]2)=[O:12], predict the reactants needed to synthesize it. The reactants are: [F:1][C:2]([F:30])([F:29])[C:3]1[CH:8]=[CH:7][CH:6]=[CH:5][C:4]=1[CH2:9][NH:10][C:11]([C:13]1[CH:14]=[C:15]2[C:19](=[CH:20][CH:21]=1)[CH2:18][N:17](C(OC(C)(C)C)=O)[CH2:16]2)=[O:12].FC(F)(F)C(O)=O.